Dataset: NCI-60 drug combinations with 297,098 pairs across 59 cell lines. Task: Regression. Given two drug SMILES strings and cell line genomic features, predict the synergy score measuring deviation from expected non-interaction effect. (1) Drug 1: CN(C)C1=NC(=NC(=N1)N(C)C)N(C)C. Drug 2: CC1=C2C(C(=O)C3(C(CC4C(C3C(C(C2(C)C)(CC1OC(=O)C(C(C5=CC=CC=C5)NC(=O)OC(C)(C)C)O)O)OC(=O)C6=CC=CC=C6)(CO4)OC(=O)C)O)C)O. Cell line: IGROV1. Synergy scores: CSS=25.1, Synergy_ZIP=-3.69, Synergy_Bliss=3.96, Synergy_Loewe=-10.9, Synergy_HSA=4.73. (2) Drug 1: C1=NC2=C(N=C(N=C2N1C3C(C(C(O3)CO)O)O)F)N. Drug 2: CCC1(CC2CC(C3=C(CCN(C2)C1)C4=CC=CC=C4N3)(C5=C(C=C6C(=C5)C78CCN9C7C(C=CC9)(C(C(C8N6C)(C(=O)OC)O)OC(=O)C)CC)OC)C(=O)OC)O.OS(=O)(=O)O. Cell line: UO-31. Synergy scores: CSS=5.41, Synergy_ZIP=-2.56, Synergy_Bliss=-1.36, Synergy_Loewe=-2.16, Synergy_HSA=-2.15. (3) Drug 1: CN1CCC(CC1)COC2=C(C=C3C(=C2)N=CN=C3NC4=C(C=C(C=C4)Br)F)OC. Drug 2: C1CN1P(=S)(N2CC2)N3CC3. Cell line: UO-31. Synergy scores: CSS=23.0, Synergy_ZIP=-8.06, Synergy_Bliss=-1.88, Synergy_Loewe=-8.81, Synergy_HSA=0.00474. (4) Drug 1: CC(CN1CC(=O)NC(=O)C1)N2CC(=O)NC(=O)C2. Drug 2: C1CNP(=O)(OC1)N(CCCl)CCCl. Cell line: BT-549. Synergy scores: CSS=7.41, Synergy_ZIP=0.492, Synergy_Bliss=6.75, Synergy_Loewe=1.72, Synergy_HSA=6.61. (5) Drug 1: CC1=C2C(C(=O)C3(C(CC4C(C3C(C(C2(C)C)(CC1OC(=O)C(C(C5=CC=CC=C5)NC(=O)OC(C)(C)C)O)O)OC(=O)C6=CC=CC=C6)(CO4)OC(=O)C)OC)C)OC. Drug 2: C1CC(=O)NC(=O)C1N2C(=O)C3=CC=CC=C3C2=O. Cell line: HT29. Synergy scores: CSS=39.9, Synergy_ZIP=-0.892, Synergy_Bliss=-3.97, Synergy_Loewe=-41.4, Synergy_HSA=-3.74. (6) Drug 1: C1=NC2=C(N1)C(=S)N=C(N2)N. Drug 2: CCC1(C2=C(COC1=O)C(=O)N3CC4=CC5=C(C=CC(=C5CN(C)C)O)N=C4C3=C2)O.Cl. Cell line: MOLT-4. Synergy scores: CSS=75.9, Synergy_ZIP=-3.28, Synergy_Bliss=-3.17, Synergy_Loewe=-2.80, Synergy_HSA=-0.397. (7) Drug 1: CN1CCC(CC1)COC2=C(C=C3C(=C2)N=CN=C3NC4=C(C=C(C=C4)Br)F)OC. Drug 2: CCCCC(=O)OCC(=O)C1(CC(C2=C(C1)C(=C3C(=C2O)C(=O)C4=C(C3=O)C=CC=C4OC)O)OC5CC(C(C(O5)C)O)NC(=O)C(F)(F)F)O. Cell line: A498. Synergy scores: CSS=17.1, Synergy_ZIP=-4.18, Synergy_Bliss=3.54, Synergy_Loewe=4.91, Synergy_HSA=5.32.